Task: Predict which catalyst facilitates the given reaction.. Dataset: Catalyst prediction with 721,799 reactions and 888 catalyst types from USPTO Reactant: C([Sn](CCCC)(CCCC)[C:6]1[O:7][CH:8]=[CH:9][N:10]=1)CCC.Cl[C:20]1[C:25]([CH:26]2[CH2:31][CH2:30][N:29]([CH:32]3[CH2:38][CH2:37][CH2:36][N:35]([C:39]([O:41][CH2:42][CH3:43])=[O:40])[CH2:34][CH2:33]3)[CH2:28][CH2:27]2)=[CH:24][CH:23]=[CH:22][N:21]=1. Product: [O:7]1[CH:8]=[CH:9][N:10]=[C:6]1[C:20]1[C:25]([CH:26]2[CH2:31][CH2:30][N:29]([CH:32]3[CH2:38][CH2:37][CH2:36][N:35]([C:39]([O:41][CH2:42][CH3:43])=[O:40])[CH2:34][CH2:33]3)[CH2:28][CH2:27]2)=[CH:24][CH:23]=[CH:22][N:21]=1. The catalyst class is: 75.